Dataset: Forward reaction prediction with 1.9M reactions from USPTO patents (1976-2016). Task: Predict the product of the given reaction. Given the reactants [O:1]=[C:2]([N:19]1[CH2:24][CH2:23][CH:22]([N:25]2[CH2:34][C:33]3[C:28](=[CH:29][CH:30]=[CH:31][CH:32]=3)[NH:27][C:26]2=[O:35])[CH2:21][CH2:20]1)[CH2:3][CH:4]([CH2:8][C:9]1[CH:18]=[CH:17][C:16]2[CH2:15][CH2:14][CH2:13][CH2:12][C:11]=2[CH:10]=1)[C:5]([OH:7])=O.[CH3:36][N:37]1[CH2:42][CH2:41][CH:40]([CH:43]2[CH2:48][CH2:47][NH:46][CH2:45][CH2:44]2)[CH2:39][CH2:38]1, predict the reaction product. The product is: [CH3:36][N:37]1[CH2:42][CH2:41][CH:40]([CH:43]2[CH2:48][CH2:47][N:46]([C:5](=[O:7])[CH:4]([CH2:8][C:9]3[CH:18]=[CH:17][C:16]4[CH2:15][CH2:14][CH2:13][CH2:12][C:11]=4[CH:10]=3)[CH2:3][C:2]([N:19]3[CH2:20][CH2:21][CH:22]([N:25]4[CH2:34][C:33]5[C:28](=[CH:29][CH:30]=[CH:31][CH:32]=5)[NH:27][C:26]4=[O:35])[CH2:23][CH2:24]3)=[O:1])[CH2:45][CH2:44]2)[CH2:39][CH2:38]1.